Regression. Given two drug SMILES strings and cell line genomic features, predict the synergy score measuring deviation from expected non-interaction effect. From a dataset of NCI-60 drug combinations with 297,098 pairs across 59 cell lines. (1) Drug 1: CCCS(=O)(=O)NC1=C(C(=C(C=C1)F)C(=O)C2=CNC3=C2C=C(C=N3)C4=CC=C(C=C4)Cl)F. Drug 2: CCC1=C2CN3C(=CC4=C(C3=O)COC(=O)C4(CC)O)C2=NC5=C1C=C(C=C5)O. Cell line: SK-MEL-28. Synergy scores: CSS=27.1, Synergy_ZIP=-7.41, Synergy_Bliss=-6.74, Synergy_Loewe=-11.9, Synergy_HSA=-5.67. (2) Drug 1: C(CC(=O)O)C(=O)CN.Cl. Drug 2: CC(C)NC(=O)C1=CC=C(C=C1)CNNC.Cl. Cell line: SR. Synergy scores: CSS=14.7, Synergy_ZIP=-4.02, Synergy_Bliss=1.59, Synergy_Loewe=2.62, Synergy_HSA=2.64. (3) Drug 1: CCCCCOC(=O)NC1=NC(=O)N(C=C1F)C2C(C(C(O2)C)O)O. Drug 2: CC1=C(N=C(N=C1N)C(CC(=O)N)NCC(C(=O)N)N)C(=O)NC(C(C2=CN=CN2)OC3C(C(C(C(O3)CO)O)O)OC4C(C(C(C(O4)CO)O)OC(=O)N)O)C(=O)NC(C)C(C(C)C(=O)NC(C(C)O)C(=O)NCCC5=NC(=CS5)C6=NC(=CS6)C(=O)NCCC[S+](C)C)O. Cell line: NCI-H322M. Synergy scores: CSS=9.81, Synergy_ZIP=-0.00875, Synergy_Bliss=3.42, Synergy_Loewe=3.48, Synergy_HSA=2.31. (4) Drug 1: CC12CCC3C(C1CCC2=O)CC(=C)C4=CC(=O)C=CC34C. Drug 2: CN(CC1=CN=C2C(=N1)C(=NC(=N2)N)N)C3=CC=C(C=C3)C(=O)NC(CCC(=O)O)C(=O)O. Cell line: NCI-H226. Synergy scores: CSS=30.1, Synergy_ZIP=-3.89, Synergy_Bliss=-0.435, Synergy_Loewe=-2.65, Synergy_HSA=-1.15. (5) Drug 1: CC1=C(C(=O)C2=C(C1=O)N3CC4C(C3(C2COC(=O)N)OC)N4)N. Cell line: HCT-15. Synergy scores: CSS=33.3, Synergy_ZIP=-2.20, Synergy_Bliss=-0.655, Synergy_Loewe=-2.72, Synergy_HSA=2.03. Drug 2: CC1CCCC2(C(O2)CC(NC(=O)CC(C(C(=O)C(C1O)C)(C)C)O)C(=CC3=CSC(=N3)C)C)C. (6) Drug 1: CCC1(CC2CC(C3=C(CCN(C2)C1)C4=CC=CC=C4N3)(C5=C(C=C6C(=C5)C78CCN9C7C(C=CC9)(C(C(C8N6C)(C(=O)OC)O)OC(=O)C)CC)OC)C(=O)OC)O.OS(=O)(=O)O. Drug 2: CC(C)NC(=O)C1=CC=C(C=C1)CNNC.Cl. Cell line: RPMI-8226. Synergy scores: CSS=15.3, Synergy_ZIP=-5.41, Synergy_Bliss=-1.41, Synergy_Loewe=-33.8, Synergy_HSA=-2.08. (7) Drug 1: C1=C(C(=O)NC(=O)N1)F. Drug 2: C1CN1P(=S)(N2CC2)N3CC3. Cell line: SN12C. Synergy scores: CSS=23.5, Synergy_ZIP=-7.75, Synergy_Bliss=-6.64, Synergy_Loewe=-3.95, Synergy_HSA=-1.40. (8) Drug 1: CC1=CC2C(CCC3(C2CCC3(C(=O)C)OC(=O)C)C)C4(C1=CC(=O)CC4)C. Drug 2: CC1=C(C(CCC1)(C)C)C=CC(=CC=CC(=CC(=O)O)C)C. Cell line: HS 578T. Synergy scores: CSS=11.1, Synergy_ZIP=-3.47, Synergy_Bliss=2.23, Synergy_Loewe=-10.6, Synergy_HSA=-3.01. (9) Drug 1: CN1CCC(CC1)COC2=C(C=C3C(=C2)N=CN=C3NC4=C(C=C(C=C4)Br)F)OC. Drug 2: COC1=NC(=NC2=C1N=CN2C3C(C(C(O3)CO)O)O)N. Cell line: SW-620. Synergy scores: CSS=6.77, Synergy_ZIP=-0.909, Synergy_Bliss=0.968, Synergy_Loewe=-2.72, Synergy_HSA=-0.591. (10) Drug 1: CNC(=O)C1=CC=CC=C1SC2=CC3=C(C=C2)C(=NN3)C=CC4=CC=CC=N4. Drug 2: CC12CCC3C(C1CCC2OP(=O)(O)O)CCC4=C3C=CC(=C4)OC(=O)N(CCCl)CCCl.[Na+]. Cell line: HCT116. Synergy scores: CSS=-0.466, Synergy_ZIP=-6.65, Synergy_Bliss=-15.0, Synergy_Loewe=-17.1, Synergy_HSA=-13.7.